Dataset: Reaction yield outcomes from USPTO patents with 853,638 reactions. Task: Predict the reaction yield, written as a fraction of the theoretical maximum amount of product (1.0 means a 100% yield; for example, 0.34 means a 34% yield). (1) The reactants are [Cl:1][C:2]1[CH:3]=[CH:4][C:5]2[N:11]=[C:10]([N:12]3[CH2:17][CH2:16][N:15]([CH2:18][C:19]([CH3:24])([CH3:23])[C:20]([OH:22])=[O:21])[CH2:14][CH2:13]3)[C:9]3=[CH:25][C:26]([CH3:28])=[CH:27][N:8]3[CH2:7][C:6]=2[CH:29]=1.O1CCOCC1.[ClH:36]. The catalyst is C(O)(C)C. The product is [ClH:1].[ClH:36].[Cl:1][C:2]1[CH:3]=[CH:4][C:5]2[N:11]=[C:10]([N:12]3[CH2:13][CH2:14][N:15]([CH2:18][C:19]([CH3:24])([CH3:23])[C:20]([OH:22])=[O:21])[CH2:16][CH2:17]3)[C:9]3=[CH:25][C:26]([CH3:28])=[CH:27][N:8]3[CH2:7][C:6]=2[CH:29]=1. The yield is 0.940. (2) The reactants are C([O:3][C:4]([C:6]1[C:7]([C:12]2[CH:13]=[N:14][CH:15]=[CH:16][CH:17]=2)=[N:8][O:9][C:10]=1[CH3:11])=O)C.C(OC(C1C(C2C=CC=C(F)C=2)=NOC=1C)=O)C. No catalyst specified. The product is [CH3:11][C:10]1[O:9][N:8]=[C:7]([C:12]2[CH:13]=[N:14][CH:15]=[CH:16][CH:17]=2)[C:6]=1[CH2:4][OH:3]. The yield is 0.670. (3) The reactants are [BH4-].[Li+].C(O[CH2:7][C:8]1[CH:13]=[CH:12][C:11]([O:14][CH2:15][O:16][CH2:17][CH2:18][O:19][CH3:20])=[CH:10][CH:9]=1)(=O)C.[Cl-].[NH4+].[C:23](O)(=[O:25])C. The catalyst is O1CCCC1. The product is [CH3:20][O:19][CH2:18][CH2:17][O:16][CH2:15][O:14][C:11]1[CH:10]=[CH:9][C:8]([CH2:7][CH2:23][OH:25])=[CH:13][CH:12]=1. The yield is 0.970. (4) The reactants are S(=O)(=O)(O)O.[CH3:6][C:7]([CH3:21])=[CH:8][C:9]1[CH:13](N2CCOCC2)[O:12][C:11](=[O:20])[CH:10]=1.C[O:23]C1CCCC1. The catalyst is CC(O)=O. The product is [OH:23][CH:13]1[O:12][C:11](=[O:20])[CH:10]=[C:9]1[CH:8]=[C:7]([CH3:21])[CH3:6]. The yield is 0.930. (5) The catalyst is CN(C=O)C. The yield is 0.860. The product is [CH2:1]([N:8]1[CH2:12][C@H:11]([C:13]2[CH:18]=[CH:17][C:16]([F:19])=[C:15]([Cl:20])[CH:14]=2)[C@@H:10]([C@@H:21]([O:23][C:27]2[CH:34]=[CH:33][C:30]([C:31]#[N:32])=[CH:29][N:28]=2)[CH3:22])[CH2:9]1)[C:2]1[CH:3]=[CH:4][CH:5]=[CH:6][CH:7]=1. The reactants are [CH2:1]([N:8]1[CH2:12][C@H:11]([C:13]2[CH:18]=[CH:17][C:16]([F:19])=[C:15]([Cl:20])[CH:14]=2)[C@@H:10]([C@@H:21]([OH:23])[CH3:22])[CH2:9]1)[C:2]1[CH:7]=[CH:6][CH:5]=[CH:4][CH:3]=1.[H-].[Na+].Cl[C:27]1[CH:34]=[CH:33][C:30]([C:31]#[N:32])=[CH:29][N:28]=1. (6) The reactants are [CH2:1]([C:3]([C:20]1[CH:25]=[CH:24][C:23]([NH:26][C:27](=[O:29])[CH3:28])=[C:22](O)[CH:21]=1)([C:6]1[C:14]2[C:9](=[C:10]([NH:15][S:16]([CH3:19])(=[O:18])=[O:17])[CH:11]=[CH:12][CH:13]=2)[NH:8][CH:7]=1)[CH2:4][CH3:5])[CH3:2]. The catalyst is CC(O)=O. The product is [CH2:4]([C:3]([C:6]1[C:14]2[C:9](=[C:10]([NH:15][S:16]([CH3:19])(=[O:18])=[O:17])[CH:11]=[CH:12][CH:13]=2)[NH:8][CH:7]=1)([C:20]1[CH:25]=[CH:24][C:23]2[N:26]=[C:27]([CH3:28])[O:29][C:22]=2[CH:21]=1)[CH2:1][CH3:2])[CH3:5]. The yield is 0.830.